Dataset: Forward reaction prediction with 1.9M reactions from USPTO patents (1976-2016). Task: Predict the product of the given reaction. Given the reactants Cl[C:2]1[C:11]2=[N:12][N:13](CC3C=CC(OC)=CC=3)[CH:14]=[C:10]2[C:9]2[CH:8]=[C:7]([O:24][CH3:25])[CH:6]=[CH:5][C:4]=2[N:3]=1.[NH2:26][C:27]1[CH:32]=[CH:31][C:30]([C:33]([OH:42])([C:38]([F:41])([F:40])[F:39])[C:34]([F:37])([F:36])[F:35])=[CH:29][CH:28]=1.Cl, predict the reaction product. The product is: [F:35][C:34]([F:36])([F:37])[C:33]([C:30]1[CH:31]=[CH:32][C:27]([NH:26][C:2]2[C:11]3=[N:12][NH:13][CH:14]=[C:10]3[C:9]3[CH:8]=[C:7]([O:24][CH3:25])[CH:6]=[CH:5][C:4]=3[N:3]=2)=[CH:28][CH:29]=1)([OH:42])[C:38]([F:39])([F:41])[F:40].